This data is from Experimentally validated miRNA-target interactions with 360,000+ pairs, plus equal number of negative samples. The task is: Binary Classification. Given a miRNA mature sequence and a target amino acid sequence, predict their likelihood of interaction. (1) The miRNA is hsa-miR-4323 with sequence CAGCCCCACAGCCUCAGA. The protein sequence of the target gene is MDAAVTDDFQQILPIEQLRSTHASNDYVERPPAPCKQALSSPSLIVQTHKSDWSLATMPTSLPRSLSQCHQLQPLPQHLSQSSIASSMSHSTTASDQRLLASITPSPSGQSIIRTQPGAGVHPKADGALKGEAEQSAGHPSEHLFICEECGRCKCVPCTAARPLPSCWLCNQRCLCSAESLLDYGTCLCCVKGLFYHCSTDDEDNCADEPCSCGPSSCFVRWAAMSLISLFLPCLCCYLPTRGCLHLCQQGYDSLRRPGCRCKRHTNTVCRKISSGSAPFPKAQEKSV. Result: 0 (no interaction). (2) The miRNA is hsa-miR-4516 with sequence GGGAGAAGGGUCGGGGC. The protein sequence of the target gene is MGRGVRVLLLLSLLHCAGGSEGRKTWRRRGQQPPPPPRTEAAPAAGQPVESFPLDFTAVEGNMDSFMAQVKSLAQSLYPCSAQQLNEDLRLHLLLNTSVTCNDGSPAGYYLKESRGSRRWLLFLEGGWYCFNRENCDSRYDTMRRLMSSRDWPRTRTGTGILSSQPEENPYWWNANMVFIPYCSSDVWSGASSKSEKNEYAFMGALIIQEVVRELLGRGLSGAKVLLLAGSSAGGTGVLLNVDRVAEQLEKLGYPAIQVRGLADSGWFLDNKQYRHTDCVDTITCAPTEAIRRGIRYWNG.... Result: 0 (no interaction). (3) The miRNA is hsa-miR-6852-3p with sequence UGUCCUCUGUUCCUCAG. The protein sequence of the target gene is MQPSEMVMNPKQVFLSVLIFGVAGLLLFMYLQVWIEEQHTGRVEKRREQKVTSGWGPVKYLRPVPRIMSTEKIQEHITNQNPKFHMPEDVREKKENLLLNSERSTRLLTKTSHSQGGDQALSKSTGSPTEKLIEKRQGAKTVFNKFSNMNWPVDIHPLNKSLVKDNKWKKTEETQEKRRSFLQEFCKKYGGVSHHQSHLFHTVSRIYVEDKHKILYCEVPKAGCSNWKRILMVLNGLASSAYNISHNAVHYGKHLKKLDSFDLKGIYTRLNTYTKAVFVRDPMERLVSAFRDKFEHPNSY.... Result: 0 (no interaction). (4) The miRNA is mmu-miR-708-5p with sequence AAGGAGCUUACAAUCUAGCUGGG. The protein sequence of the target gene is MISAAQLLDELMGRDRNLAPDEKRSNVRWDHESVCKYYLCGFCPAELFTNTRSDLGPCEKIHDENLRKQYEKSSRFMKVGYERDFLRYLQSLLAEVERRIRRGHARLALSQNQQSSGAAGPTGKNEEKIQVLTDKIDVLLQQIEELGSEGKVEEAQGMMKLVEQLKEERELLRSTTSTIESFAAQEKQMEVCEVCGAFLIVGDAQSRVDDHLMGKQHMGYAKIKATVEELKEKLRKRTEEPDRDERLKKEKQEREEREKEREREREERERKRRREEEEREKERARDRERRKRSRSRSRHS.... Result: 0 (no interaction).